This data is from Forward reaction prediction with 1.9M reactions from USPTO patents (1976-2016). The task is: Predict the product of the given reaction. (1) Given the reactants [Cl:1][C:2]1[C:7](=[O:8])[N:6]([C:9]2[CH:10]=[C:11]([CH:18]=[CH:19][C:20]=2[CH3:21])[C:12]([NH:14][CH2:15][CH2:16][OH:17])=[O:13])[C:5]([CH3:22])=[N:4][C:3]=1[O:23][CH2:24][C:25]1[CH:30]=[CH:29][C:28]([F:31])=[CH:27][C:26]=1[F:32].Cl.[NH2:34]CC(N)=O.CN1CCOCC1, predict the reaction product. The product is: [Cl:1][C:2]1[C:7](=[O:8])[N:6]([C:9]2[CH:10]=[C:11]([CH:18]=[CH:19][C:20]=2[CH3:21])[C:12]([NH:14][CH2:15][C:16]([NH2:34])=[O:17])=[O:13])[C:5]([CH3:22])=[N:4][C:3]=1[O:23][CH2:24][C:25]1[CH:30]=[CH:29][C:28]([F:31])=[CH:27][C:26]=1[F:32]. (2) Given the reactants [CH2:1]([C:5]1[N:10]=[N:9][C:8]([C:11]([OH:13])=O)=[CH:7][C:6]=1[C:14]1[CH:19]=[CH:18][C:17]([O:20][CH:21]2[CH2:26][CH2:25][CH2:24][CH2:23][CH2:22]2)=[CH:16][CH:15]=1)[CH2:2][CH2:3][CH3:4].CN(C(ON1N=NC2C=CC=CC1=2)=[N+](C)C)C.F[P-](F)(F)(F)(F)F.[C:51]([O:55][C:56]([N:58]1[CH2:62][C@H:61]([CH2:63][NH2:64])[O:60][C:59]1([CH3:66])[CH3:65])=[O:57])([CH3:54])([CH3:53])[CH3:52].CCN(C(C)C)C(C)C, predict the reaction product. The product is: [C:51]([O:55][C:56]([N:58]1[CH2:62][C@H:61]([CH2:63][NH:64][C:11]([C:8]2[N:9]=[N:10][C:5]([CH2:1][CH2:2][CH2:3][CH3:4])=[C:6]([C:14]3[CH:15]=[CH:16][C:17]([O:20][CH:21]4[CH2:22][CH2:23][CH2:24][CH2:25][CH2:26]4)=[CH:18][CH:19]=3)[CH:7]=2)=[O:13])[O:60][C:59]1([CH3:66])[CH3:65])=[O:57])([CH3:54])([CH3:53])[CH3:52]. (3) Given the reactants Cl.[O:2]=[C:3]1[CH2:8][CH2:7][N:6]([CH2:9][C:10]2[CH:15]=[CH:14][CH:13]=[CH:12][CH:11]=2)[CH2:5][CH:4]1[C:16]([O:18][CH2:19][CH3:20])=[O:17].C(N(CC)CC)C.[BH4-].[Na+].Cl.C(=O)(O)[O-].[Na+], predict the reaction product. The product is: [OH:2][CH:3]1[CH2:8][CH2:7][N:6]([CH2:9][C:10]2[CH:11]=[CH:12][CH:13]=[CH:14][CH:15]=2)[CH2:5][CH:4]1[C:16]([O:18][CH2:19][CH3:20])=[O:17]. (4) The product is: [Br:8][C:6]1[N:7]=[C:2]([NH:26][CH2:25][C:24]2[CH:27]=[CH:28][CH:29]=[C:22]([N+:19]([O-:21])=[O:20])[CH:23]=2)[C:3]([NH2:9])=[N:4][CH:5]=1. Given the reactants Br[C:2]1[C:3]([NH2:9])=[N:4][CH:5]=[C:6]([Br:8])[N:7]=1.C(N(C(C)C)CC)(C)C.[N+:19]([C:22]1[CH:23]=[C:24]([CH:27]=[CH:28][CH:29]=1)[CH2:25][NH2:26])([O-:21])=[O:20], predict the reaction product. (5) Given the reactants [C:12]([O:11][C:9](O[C:9]([O:11][C:12]([CH3:15])([CH3:14])[CH3:13])=[O:10])=[O:10])([CH3:15])([CH3:14])[CH3:13].[Cl:16][C:17]1[CH:18]=[C:19]2[NH:25][CH2:24][C:23]([CH3:27])([CH3:26])[C:20]2=[N:21][CH:22]=1.O1CCCC1.[OH-].[Na+], predict the reaction product. The product is: [C:12]([O:11][C:9]([N:25]1[C:19]2[C:20](=[N:21][CH:22]=[C:17]([Cl:16])[CH:18]=2)[C:23]([CH3:27])([CH3:26])[CH2:24]1)=[O:10])([CH3:13])([CH3:14])[CH3:15]. (6) The product is: [F:1][C:2]([F:29])([F:28])[S:3]([C:6]1[CH:7]=[CH:8][C:9]2[O:14][CH2:13][C@H:12]([CH2:15][NH:32][CH2:30][CH3:31])[O:11][C:10]=2[CH:27]=1)(=[O:4])=[O:5]. Given the reactants [F:1][C:2]([F:29])([F:28])[S:3]([C:6]1[CH:7]=[CH:8][C:9]2[O:14][CH2:13][C@H:12]([CH2:15]OS(C3C=CC(C)=CC=3)(=O)=O)[O:11][C:10]=2[CH:27]=1)(=[O:5])=[O:4].[CH2:30]([NH2:32])[CH3:31].Cl, predict the reaction product.